This data is from Retrosynthesis with 50K atom-mapped reactions and 10 reaction types from USPTO. The task is: Predict the reactants needed to synthesize the given product. (1) The reactants are: CCOC(=O)c1ccc(CN2CCC[C@H](NC(=O)OC(C)(C)C)C2)c(OC(F)(F)F)c1. Given the product CC(C)(C)OC(=O)N[C@H]1CCCN(Cc2ccc(C(=O)O)cc2OC(F)(F)F)C1, predict the reactants needed to synthesize it. (2) Given the product N#CCc1ccc(N)cc1Cl, predict the reactants needed to synthesize it. The reactants are: N#CCc1ccc([N+](=O)[O-])cc1Cl. (3) Given the product Cc1ccc(S(=O)(=O)NC2Cc3ccc(C(=CC(=O)O)c4cccnc4)cc3C2)cc1, predict the reactants needed to synthesize it. The reactants are: CCOC(=O)C=C(c1cccnc1)c1ccc2c(c1)CC(NS(=O)(=O)c1ccc(C)cc1)C2.